Dataset: Catalyst prediction with 721,799 reactions and 888 catalyst types from USPTO. Task: Predict which catalyst facilitates the given reaction. (1) Reactant: [Br:1][C:2]1[CH:3]=[C:4]([O:11][CH:12]([CH3:14])[CH3:13])[C:5]([CH3:10])=[C:6]([CH:9]=1)[CH:7]=O.[CH3:15][O:16][CH:17]([O:20][CH3:21])[CH2:18][NH2:19].[BH3-]C#N.[Na+].CC(O)=O. Product: [Br:1][C:2]1[CH:3]=[C:4]([O:11][CH:12]([CH3:14])[CH3:13])[C:5]([CH3:10])=[C:6]([CH:9]=1)[CH2:7][NH:19][CH2:18][CH:17]([O:20][CH3:21])[O:16][CH3:15]. The catalyst class is: 5. (2) Reactant: [NH2:1][C:2]1[CH:7]=[CH:6][C:5]([CH:8]2[O:13][CH2:12][CH2:11][N:10]([C:14]([O:16][C:17]([CH3:20])([CH3:19])[CH3:18])=[O:15])[CH2:9]2)=[CH:4][CH:3]=1.C1C(=O)N([Br:28])C(=O)C1.CCOC(C)=O. Product: [NH2:1][C:2]1[CH:7]=[CH:6][C:5]([CH:8]2[O:13][CH2:12][CH2:11][N:10]([C:14]([O:16][C:17]([CH3:20])([CH3:19])[CH3:18])=[O:15])[CH2:9]2)=[CH:4][C:3]=1[Br:28]. The catalyst class is: 3. (3) The catalyst class is: 16. Reactant: [CH3:1][C:2]1[N:3]=[CH:4][NH:5][C:6]=1[CH3:7].[H-].[Na+].[Cl:10][C:11]1[CH:12]=[CH:13][C:14](F)=[C:15]([C:17]([C:19]2[CH:24]=[CH:23][CH:22]=[C:21]([O:25][CH3:26])[C:20]=2[O:27][CH3:28])=[O:18])[CH:16]=1.C(OCC)(=O)C. Product: [Cl:10][C:11]1[CH:12]=[CH:13][C:14]([N:3]2[C:2]([CH3:1])=[C:6]([CH3:7])[N:5]=[CH:4]2)=[C:15]([C:17]([C:19]2[CH:24]=[CH:23][CH:22]=[C:21]([O:25][CH3:26])[C:20]=2[O:27][CH3:28])=[O:18])[CH:16]=1. (4) Reactant: [NH2:1][C:2]1[CH:7]=[CH:6][C:5]([Br:8])=[CH:4][N:3]=1.Cl[CH2:10][C:11]([CH2:13][C:14](=O)[CH3:15])=[O:12]. Product: [Br:8][C:5]1[CH:6]=[CH:7][C:2]2[N:3]([C:13]([C:11](=[O:12])[CH3:10])=[C:14]([CH3:15])[N:1]=2)[CH:4]=1. The catalyst class is: 259. (5) Reactant: C1([C:7]([OH:17])([CH:11]2[CH2:16][CH2:15][O:14][CH2:13][CH2:12]2)[C:8]([NH2:10])=[O:9])CCCCC1.[H-].[Na+].[O:20]1[C:24]2[CH:25]=[CH:26][CH:27]=[CH:28][C:23]=2[CH:22]=[C:21]1[C:29]1[N:33]2[N:34]=[C:35](Cl)[CH:36]=[CH:37][C:32]2=[N:31][CH:30]=1. Product: [O:20]1[C:24]2[CH:25]=[CH:26][CH:27]=[CH:28][C:23]=2[CH:22]=[C:21]1[C:29]1[N:33]2[N:34]=[C:35]([NH:10][C:8](=[O:9])[CH:7]([OH:17])[CH:11]3[CH2:12][CH2:13][O:14][CH2:15][CH2:16]3)[CH:36]=[CH:37][C:32]2=[N:31][CH:30]=1. The catalyst class is: 3. (6) Reactant: Cl.Cl.[F:3][C:4]1[C:12]([C:13]2[C:21]3[C:20]([NH2:22])=[N:19][CH:18]=[N:17][C:16]=3[N:15]([CH3:23])[CH:14]=2)=[CH:11][CH:10]=[C:9]2[C:5]=1[CH2:6][CH2:7][NH:8]2.CN(C(ON1N=NC2C=CC=NC1=2)=[N+](C)C)C.F[P-](F)(F)(F)(F)F.CCN(C(C)C)C(C)C.[F:57][C:58]1[CH:63]=[CH:62][C:61]([CH2:64][C:65](O)=[O:66])=[CH:60][CH:59]=1. Product: [F:3][C:4]1[C:12]([C:13]2[C:21]3[C:20]([NH2:22])=[N:19][CH:18]=[N:17][C:16]=3[N:15]([CH3:23])[CH:14]=2)=[CH:11][CH:10]=[C:9]2[C:5]=1[CH2:6][CH2:7][N:8]2[C:65](=[O:66])[CH2:64][C:61]1[CH:62]=[CH:63][C:58]([F:57])=[CH:59][CH:60]=1. The catalyst class is: 655. (7) The catalyst class is: 166. Reactant: Cl[C:2]([O:4][C:5]1[CH:10]=[CH:9][C:8]([N+:11]([O-:13])=[O:12])=[CH:7][CH:6]=1)=[O:3].C(N(CC)CC)C.[C:21]([C:23]1[C@@H:28]([C:29]2[CH:34]=[CH:33][C:32]([C:35]#[N:36])=[CH:31][CH:30]=2)[N:27]2[N:37]=[C:38]([NH:40][C:41](=[O:50])[O:42][CH2:43][C:44]3[CH:49]=[CH:48][CH:47]=[CH:46][CH:45]=3)[N:39]=[C:26]2[N:25]([C:51]2[CH:56]=[CH:55][CH:54]=[C:53]([C:57]([F:60])([F:59])[F:58])[CH:52]=2)[C:24]=1[CH3:61])#[N:22]. Product: [C:21]([C:23]1[C@@H:28]([C:29]2[CH:34]=[CH:33][C:32]([C:35]#[N:36])=[CH:31][CH:30]=2)[N:27]2[N:37]=[C:38]([N:40]([C:2]([O:4][C:5]3[CH:10]=[CH:9][C:8]([N+:11]([O-:13])=[O:12])=[CH:7][CH:6]=3)=[O:3])[C:41]([O:42][CH2:43][C:44]3[CH:49]=[CH:48][CH:47]=[CH:46][CH:45]=3)=[O:50])[N:39]=[C:26]2[N:25]([C:51]2[CH:56]=[CH:55][CH:54]=[C:53]([C:57]([F:60])([F:59])[F:58])[CH:52]=2)[C:24]=1[CH3:61])#[N:22]. (8) Reactant: [CH3:1][O:2][CH2:3][CH:4]1[CH2:9][CH2:8][CH:7]([C:10]([OH:12])=O)[CH2:6][CH2:5]1.CCN(CC)CC.F[P-](F)(F)(F)(F)F.N1(O[P+](N(C)C)(N(C)C)N(C)C)C2C=CC=CC=2N=N1.[F:47][C:48]([F:78])([F:77])[C:49]1[CH:50]=[C:51]([C:59]([CH3:76])([CH3:75])[C:60]([N:62]([CH3:74])[C@H:63]2[C@H:67]([C:68]3[CH:73]=[CH:72][CH:71]=[CH:70][CH:69]=3)[CH2:66][NH:65][CH2:64]2)=[O:61])[CH:52]=[C:53]([C:55]([F:58])([F:57])[F:56])[CH:54]=1. Product: [F:77][C:48]([F:47])([F:78])[C:49]1[CH:50]=[C:51]([C:59]([CH3:75])([CH3:76])[C:60]([N:62]([C@H:63]2[C@H:67]([C:68]3[CH:73]=[CH:72][CH:71]=[CH:70][CH:69]=3)[CH2:66][N:65]([C:10]([CH:7]3[CH2:6][CH2:5][CH:4]([CH2:3][O:2][CH3:1])[CH2:9][CH2:8]3)=[O:12])[CH2:64]2)[CH3:74])=[O:61])[CH:52]=[C:53]([C:55]([F:56])([F:57])[F:58])[CH:54]=1. The catalyst class is: 1.